From a dataset of Catalyst prediction with 721,799 reactions and 888 catalyst types from USPTO. Predict which catalyst facilitates the given reaction. (1) Reactant: [NH2:1][C:2]1[CH:3]=[C:4]([NH:16][C:17](=[O:26])[O:18][CH2:19][C:20]2[CH:25]=[CH:24][CH:23]=[CH:22][CH:21]=2)[CH:5]=[N:6][C:7]=1[S:8][CH2:9][C:10]1[CH:15]=[CH:14][CH:13]=[CH:12][CH:11]=1.[CH3:27][S:28](Cl)(=[O:30])=[O:29]. Product: [CH2:9]([S:8][C:7]1[N:6]=[CH:5][C:4]([NH:16][C:17](=[O:26])[O:18][CH2:19][C:20]2[CH:25]=[CH:24][CH:23]=[CH:22][CH:21]=2)=[CH:3][C:2]=1[NH:1][S:28]([CH3:27])(=[O:30])=[O:29])[C:10]1[CH:11]=[CH:12][CH:13]=[CH:14][CH:15]=1. The catalyst class is: 17. (2) Reactant: [NH2:1][C:2]1[S:3][C:4]2[C:10](=[O:11])[CH2:9][CH2:8][CH2:7][C:5]=2[N:6]=1.C1CCN2C(=NCCC2)CC1.C1N=[CH:26][N:25]([C:28](N2C=NC=C2)=[O:29])[CH:24]=1.CNC. Product: [CH3:24][N:25]([CH3:26])[C:28]([NH:1][C:2]1[S:3][C:4]2[C:10](=[O:11])[CH2:9][CH2:8][CH2:7][C:5]=2[N:6]=1)=[O:29]. The catalyst class is: 10. (3) Reactant: [F:1][C:2]([F:32])([F:31])[CH2:3][CH2:4][CH2:5][CH:6]([C:11]1[C:12]([CH3:30])=[N:13][C:14]([N:24]2[CH2:29][CH2:28][CH2:27][CH2:26][CH2:25]2)=[N:15][C:16]=1[C:17]1[CH:22]=[CH:21][C:20]([CH3:23])=[CH:19][CH:18]=1)[C:7]([O:9]C)=[O:8].[OH-].[Na+]. Product: [F:32][C:2]([F:1])([F:31])[CH2:3][CH2:4][CH2:5][CH:6]([C:11]1[C:12]([CH3:30])=[N:13][C:14]([N:24]2[CH2:29][CH2:28][CH2:27][CH2:26][CH2:25]2)=[N:15][C:16]=1[C:17]1[CH:22]=[CH:21][C:20]([CH3:23])=[CH:19][CH:18]=1)[C:7]([OH:9])=[O:8]. The catalyst class is: 5. (4) The catalyst class is: 19. Product: [CH2:1]([C:3]1[CH:4]=[N:5][C:6]([N:9]2[CH2:10][CH2:11][CH:12]([N:15]3[CH2:20][CH2:19][CH2:18][C@H:17]([NH:21][CH3:22])[C:16]3=[O:33])[CH2:13][CH2:14]2)=[N:7][CH:8]=1)[CH3:2]. Reactant: [CH2:1]([C:3]1[CH:4]=[N:5][C:6]([N:9]2[CH2:14][CH2:13][CH:12]([N:15]3[CH2:20][CH2:19][CH2:18][C@H:17]([N:21](C)[C:22](=O)OCC4C=CC=CC=4)[C:16]3=[O:33])[CH2:11][CH2:10]2)=[N:7][CH:8]=1)[CH3:2]. (5) Reactant: [CH3:1][O:2][C:3](=[O:17])[C:4]1[CH:9]=[C:8]([S:10]([CH2:13][CH2:14][CH3:15])(=[O:12])=[O:11])[N:7]=[C:6](Cl)[CH:5]=1.C1(P(C2C=CC=CC=2)C2C=CC3C(=CC=CC=3)C=2C2C3C(=CC=CC=3)C=CC=2P(C2C=CC=CC=2)C2C=CC=CC=2)C=CC=CC=1.C(=O)([O-])[O-].[Cs+].[Cs+].[C@@H:70]([NH2:74])([CH2:72][CH3:73])[CH3:71]. Product: [CH3:1][O:2][C:3](=[O:17])[C:4]1[CH:9]=[C:8]([S:10]([CH2:13][CH2:14][CH3:15])(=[O:12])=[O:11])[N:7]=[C:6]([NH:74][C@H:70]([CH2:72][CH3:73])[CH3:71])[CH:5]=1. The catalyst class is: 487. (6) Reactant: [CH2:1]([N:8]1[C:13](=[O:14])[C:12]([CH3:15])=[C:11]([C:16]#[N:17])[N:10]=[C:9]1[CH:18]([N:22]([CH2:32][CH2:33][NH2:34])[C:23](=[O:31])[C:24]1[CH:29]=[CH:28][C:27]([CH3:30])=[CH:26][CH:25]=1)[CH:19]([CH3:21])[CH3:20])[C:2]1[CH:7]=[CH:6][CH:5]=[CH:4][CH:3]=1.Cl.[N:36]1([C:41](N)=[NH:42])C=CC=N1.C(N(C(C)C)CC)(C)C. Product: [CH2:1]([N:8]1[C:13](=[O:14])[C:12]([CH3:15])=[C:11]([C:16]#[N:17])[N:10]=[C:9]1[CH:18]([N:22]([CH2:32][CH2:33][NH:34][C:41]([NH2:42])=[NH:36])[C:23](=[O:31])[C:24]1[CH:29]=[CH:28][C:27]([CH3:30])=[CH:26][CH:25]=1)[CH:19]([CH3:21])[CH3:20])[C:2]1[CH:7]=[CH:6][CH:5]=[CH:4][CH:3]=1. The catalyst class is: 3.